Dataset: Forward reaction prediction with 1.9M reactions from USPTO patents (1976-2016). Task: Predict the product of the given reaction. (1) Given the reactants [CH2:1]([C:3]1[C:11]2[C:6](=[CH:7][CH:8]=[CH:9][C:10]=2[NH:12][C:13]([C:15]2[N:19]3[CH:20]=[CH:21][C:22]([O:24][C@@H:25]4[C@@H:29]([OH:30])[CH2:28][N:27](C(OC(C)(C)C)=O)[CH2:26]4)=[CH:23][C:18]3=[N:17][CH:16]=2)=[O:14])[N:5]([CH2:38][C:39]2[CH:44]=[CH:43][CH:42]=[C:41]([CH3:45])[N:40]=2)[N:4]=1)[CH3:2].C(O)(C(F)(F)F)=[O:47].[CH2:53]([Cl:55])[Cl:54], predict the reaction product. The product is: [CH2:53]([Cl:55])[Cl:54].[CH3:13][OH:14].[NH4+:4].[OH-:47].[CH2:1]([C:3]1[C:11]2[C:6](=[CH:7][CH:8]=[CH:9][C:10]=2[NH:12][C:13]([C:15]2[N:19]3[CH:20]=[CH:21][C:22]([O:24][C@@H:25]4[C@@H:29]([OH:30])[CH2:28][NH:27][CH2:26]4)=[CH:23][C:18]3=[N:17][CH:16]=2)=[O:14])[N:5]([CH2:38][C:39]2[CH:44]=[CH:43][CH:42]=[C:41]([CH3:45])[N:40]=2)[N:4]=1)[CH3:2]. (2) Given the reactants N1([C@@H](C)[C@@H](C)[OH:12])C2C=CC=CC=2N=C1.[C:15]1([P:21]([C:28]2[CH:33]=[CH:32][CH:31]=[CH:30][CH:29]=2)[C:22]2[CH:27]=[CH:26][CH:25]=[CH:24][CH:23]=2)[CH:20]=[CH:19][CH:18]=[CH:17][CH:16]=1.[N+:34]([C:37]1[CH:45]=[CH:44][C:40]([C:41]([OH:43])=[O:42])=[CH:39][CH:38]=1)([O-:36])=[O:35].N(C(OCC)=O)=NC(OCC)=O, predict the reaction product. The product is: [N+:34]([C:37]1[CH:38]=[CH:39][C:40]([C:41]([O-:43])=[O:42])=[CH:44][CH:45]=1)([O-:36])=[O:35].[C:28]1([P:21](=[O:12])([C:15]2[CH:16]=[CH:17][CH:18]=[CH:19][CH:20]=2)[C:22]2[CH:27]=[CH:26][CH:25]=[CH:24][CH:23]=2)[CH:29]=[CH:30][CH:31]=[CH:32][CH:33]=1. (3) Given the reactants [Cl:1][C:2]1([C:5]([OH:7])=[O:6])[CH2:4][CH2:3]1.[F:8][C:9]1[C:14]([F:15])=[C:13]([F:16])[C:12]([F:17])=[C:11]([F:18])[C:10]=1O, predict the reaction product. The product is: [Cl:1][C:2]1([C:5]([O:7][C:10]2[C:11]([F:18])=[C:12]([F:17])[C:13]([F:16])=[C:14]([F:15])[C:9]=2[F:8])=[O:6])[CH2:4][CH2:3]1. (4) Given the reactants C([O:4][C:5]1[CH:10]=[CH:9][C:8]([NH:11][C:12](=O)[CH3:13])=[C:7]([NH:15][CH2:16][C:17]2[CH:22]=[CH:21][C:20]([C:23]3[CH:28]=[CH:27][CH:26]=[CH:25][CH:24]=3)=[CH:19][C:18]=2[Cl:29])[CH:6]=1)(=O)C.S(=O)(=O)(O)O, predict the reaction product. The product is: [Cl:29][C:18]1[CH:19]=[C:20]([C:23]2[CH:28]=[CH:27][CH:26]=[CH:25][CH:24]=2)[CH:21]=[CH:22][C:17]=1[CH2:16][N:15]1[C:7]2[CH:6]=[C:5]([OH:4])[CH:10]=[CH:9][C:8]=2[N:11]=[C:12]1[CH3:13]. (5) Given the reactants [CH3:1][O:2][C:3]1[C:11]2[CH:10]=[C:9]([C:12]([NH:14][NH:15][C:16](=O)[CH3:17])=[S:13])[O:8][C:7]=2[CH:6]=[CH:5][CH:4]=1.CS(O)(=O)=O, predict the reaction product. The product is: [CH3:1][O:2][C:3]1[C:11]2[CH:10]=[C:9]([C:12]3[S:13][C:16]([CH3:17])=[N:15][N:14]=3)[O:8][C:7]=2[CH:6]=[CH:5][CH:4]=1. (6) Given the reactants [CH3:1][C:2]1[N:3]=[N:4][N:5]([CH2:7][C:8]2[CH:18]=[C:17]([C:19]([F:22])([F:21])[F:20])[CH:16]=[CH:15][C:9]=2[O:10][CH2:11][C:12]([OH:14])=O)[N:6]=1.ClC1C=CC(/C=C/C(N2CCC(CN3C=C(C(O)=O)C=N3)(O)CC2)=O)=C(CN2N=[N:54][C:53]([CH3:56])=[N:52]2)C=1.CC[N:59]([CH:63]([CH3:65])C)[CH:60]([CH3:62])C.C(P1(=O)OP(CCC)(=O)OP(CCC)(=O)O1)CC.CCO[C:87]([CH3:89])=[O:88], predict the reaction product. The product is: [CH3:89][C:87]1[O:88][N:54]=[C:53]([CH:56]2[CH2:62][CH2:60][N:59]([C:12](=[O:14])[CH2:11][O:10][C:9]3[CH:15]=[CH:16][C:17]([C:19]([F:22])([F:21])[F:20])=[CH:18][C:8]=3[CH2:7][N:5]3[N:4]=[N:3][C:2]([CH3:1])=[N:6]3)[CH2:63][CH2:65]2)[N:52]=1. (7) Given the reactants ClCCl.[F:4][C:5]1[C:15]([N:16]2[C:20](=[O:21])[N:19]([CH3:22])[C:18]([CH3:23])=[N:17]2)=[CH:14][C:8]2[N:9]=[C:10]([S:12][CH3:13])[S:11][C:7]=2[CH:6]=1.ClC1C=C(C=CC=1)C(OO)=[O:29], predict the reaction product. The product is: [F:4][C:5]1[C:15]([N:16]2[C:20](=[O:21])[N:19]([CH3:22])[C:18]([CH3:23])=[N:17]2)=[CH:14][C:8]2[N:9]=[C:10]([S:12]([CH3:13])=[O:29])[S:11][C:7]=2[CH:6]=1.